Dataset: Full USPTO retrosynthesis dataset with 1.9M reactions from patents (1976-2016). Task: Predict the reactants needed to synthesize the given product. (1) Given the product [NH:1]1[C:5]2[CH:6]=[CH:7][CH:8]=[CH:9][C:4]=2[N:3]=[C:2]1[C:10]([C:12]1[CH:17]=[CH:16][C:15]([O:18][C:19]2[C:24]([CH:25]3[CH2:30][CH2:29][CH2:28][O:27][CH2:26]3)=[N:23][CH:22]=[CH:21][N:20]=2)=[CH:14][CH:13]=1)=[O:11], predict the reactants needed to synthesize it. The reactants are: [NH:1]1[C:5]2[CH:6]=[CH:7][CH:8]=[CH:9][C:4]=2[N:3]=[C:2]1[C:10]([C:12]1[CH:17]=[CH:16][C:15]([O:18][C:19]2[C:24]([C:25]3[CH2:26][O:27][CH2:28][CH2:29][CH:30]=3)=[N:23][CH:22]=[CH:21][N:20]=2)=[CH:14][CH:13]=1)=[O:11]. (2) Given the product [CH2:1]([O:3][C:4]([C:6]1[N:10]([CH2:20][C:19]2[CH:22]=[CH:23][CH:24]=[C:17]([Cl:16])[CH:18]=2)[C:9]2[C:11]([CH3:15])=[C:12]([Br:14])[S:13][C:8]=2[CH:7]=1)=[O:5])[CH3:2], predict the reactants needed to synthesize it. The reactants are: [CH2:1]([O:3][C:4]([C:6]1[NH:10][C:9]2[C:11]([CH3:15])=[C:12]([Br:14])[S:13][C:8]=2[CH:7]=1)=[O:5])[CH3:2].[Cl:16][C:17]1[CH:18]=[C:19]([CH:22]=[CH:23][CH:24]=1)[CH2:20]Cl.